From a dataset of Reaction yield outcomes from USPTO patents with 853,638 reactions. Predict the reaction yield, written as a fraction of the theoretical maximum amount of product (1.0 means a 100% yield; for example, 0.34 means a 34% yield). The reactants are [CH:1]([C:3]1[CH:7]=[CH:6][N:5]([C:8]2[CH:13]=[CH:12][CH:11]=[CH:10][C:9]=2[OH:14])[CH:4]=1)=O.C([N:17](CC)CC)C.Cl.NO. The catalyst is C(OC(=O)C)(=O)C. The product is [C:1]([C:3]1[CH:7]=[CH:6][N:5]([C:8]2[CH:13]=[CH:12][CH:11]=[CH:10][C:9]=2[OH:14])[CH:4]=1)#[N:17]. The yield is 0.920.